From a dataset of Reaction yield outcomes from USPTO patents with 853,638 reactions. Predict the reaction yield, written as a fraction of the theoretical maximum amount of product (1.0 means a 100% yield; for example, 0.34 means a 34% yield). (1) The reactants are [NH2:1][C:2]1[C:11]([C:12]2[CH:17]=[CH:16][C:15]([N+:18]([O-:20])=[O:19])=[CH:14][CH:13]=2)=[N:10][C:9]([Br:21])=[CH:8][C:3]=1[C:4]([O:6][CH3:7])=[O:5].N([O-])=O.[Na+].[N-:26]=[N+:27]=[N-].[Na+].CCOCC. The catalyst is C(O)(C(F)(F)F)=O.C(Cl)Cl.C1COCC1. The product is [N:1]([C:2]1[C:11]([C:12]2[CH:13]=[CH:14][C:15]([N+:18]([O-:20])=[O:19])=[CH:16][CH:17]=2)=[N:10][C:9]([Br:21])=[CH:8][C:3]=1[C:4]([O:6][CH3:7])=[O:5])=[N+:26]=[N-:27]. The yield is 0.810. (2) The reactants are [CH:1]1([CH2:6][CH:7]([C:11]2[CH:16]=[CH:15][C:14]([S:17][C:18]([F:21])([F:20])[F:19])=[CH:13][CH:12]=2)[C:8]([OH:10])=[O:9])[CH2:5][CH2:4][CH2:3][CH2:2]1.[CH3:22]O. The catalyst is S(=O)(=O)(O)O. The product is [CH3:22][O:9][C:8](=[O:10])[CH:7]([C:11]1[CH:16]=[CH:15][C:14]([S:17][C:18]([F:21])([F:19])[F:20])=[CH:13][CH:12]=1)[CH2:6][CH:1]1[CH2:5][CH2:4][CH2:3][CH2:2]1. The yield is 0.990.